Dataset: Reaction yield outcomes from USPTO patents with 853,638 reactions. Task: Predict the reaction yield, written as a fraction of the theoretical maximum amount of product (1.0 means a 100% yield; for example, 0.34 means a 34% yield). (1) The reactants are [CH3:1][S:2](Cl)(=[O:4])=[O:3].[CH3:6][S:7]([CH2:10][CH2:11][OH:12])(=[O:9])=[O:8].CCN(C(C)C)C(C)C.CCOC(C)=O. The catalyst is C(Cl)Cl. The product is [CH3:6][S:7]([CH2:10][CH2:11][O:12][S:2]([CH3:1])(=[O:4])=[O:3])(=[O:9])=[O:8]. The yield is 0.660. (2) The catalyst is O1CCOCC1.O. The reactants are [CH:1]1([C:4]2[N:5]=[C:6]3[C:12]([CH:13]=[O:14])=[CH:11][N:10]([CH2:15][O:16][CH2:17][CH2:18][Si:19]([CH3:22])([CH3:21])[CH3:20])[C:7]3=[N:8][CH:9]=2)[CH2:3][CH2:2]1.S(=O)(=O)([OH:25])N.Cl([O-])=O.[Na+].P([O-])(O)(O)=O.[K+]. The yield is 0.870. The product is [CH:1]1([C:4]2[N:5]=[C:6]3[C:12]([C:13]([OH:25])=[O:14])=[CH:11][N:10]([CH2:15][O:16][CH2:17][CH2:18][Si:19]([CH3:22])([CH3:21])[CH3:20])[C:7]3=[N:8][CH:9]=2)[CH2:2][CH2:3]1. (3) The reactants are [Br:1][C:2]1[C:3]([F:12])=[C:4]2[C:10]([NH2:11])=[CH:9][NH:8][C:5]2=[N:6][CH:7]=1.[CH3:13][CH:14]([CH3:19])[CH2:15][C:16](O)=[O:17].C(N(CC)CC)C. The catalyst is C(Cl)Cl. The product is [Br:1][C:2]1[C:3]([F:12])=[C:4]2[C:10]([NH:11][C:16](=[O:17])[CH2:15][CH:14]([CH3:19])[CH3:13])=[CH:9][NH:8][C:5]2=[N:6][CH:7]=1. The yield is 0.670. (4) The reactants are [C:1]([O:4][CH2:5][CH:6]([C:12]1[CH:17]=[CH:16][C:15]([NH2:18])=[CH:14][CH:13]=1)[CH2:7][O:8][C:9](=[O:11])[CH3:10])(=[O:3])[CH3:2].C1C(=O)N([Br:26])C(=O)C1. The catalyst is C(Cl)Cl. The product is [C:9]([O:8][CH2:7][CH:6]([C:12]1[CH:17]=[CH:16][C:15]([NH2:18])=[C:14]([Br:26])[CH:13]=1)[CH2:5][O:4][C:1](=[O:3])[CH3:2])(=[O:11])[CH3:10]. The yield is 0.890. (5) The reactants are C(NC(C)C)(C)C.[Li]CCCC.[Cl:13][C:14]1[CH:19]=[CH:18][CH:17]=[C:16]([Cl:20])[N:15]=1.[CH3:21][O:22][C:23]1[CH:30]=[CH:29][CH:28]=[CH:27][C:24]=1[CH:25]=[O:26].[Na+].[Cl-]. The catalyst is C1COCC1.CCCCCC. The product is [Cl:13][C:14]1[C:19]([CH:25]([C:24]2[CH:27]=[CH:28][CH:29]=[CH:30][C:23]=2[O:22][CH3:21])[OH:26])=[CH:18][CH:17]=[C:16]([Cl:20])[N:15]=1. The yield is 0.870.